Dataset: Forward reaction prediction with 1.9M reactions from USPTO patents (1976-2016). Task: Predict the product of the given reaction. (1) The product is: [NH2:21][C:15]1[O:16][CH2:17][C:18]([F:20])([F:19])[C@:13]([C:11]2[CH:10]=[N:9][N:8]([C:4]3[CH:3]=[C:2]([CH:7]=[CH:6][CH:5]=3)[C:23]#[N:24])[CH:12]=2)([CH3:22])[N:14]=1. Given the reactants Br[C:2]1[CH:3]=[C:4]([N:8]2[CH:12]=[C:11]([C@:13]3([CH3:22])[C:18]([F:20])([F:19])[CH2:17][O:16][C:15]([NH2:21])=[N:14]3)[CH:10]=[N:9]2)[CH:5]=[CH:6][CH:7]=1.[CH3:23][N:24](C)C=O, predict the reaction product. (2) Given the reactants [Br:1][C:2]1[CH:3]=[C:4]2[C:8](=[C:9]([C:11]([NH2:13])=O)[CH:10]=1)[NH:7][CH:6]=[C:5]2[CH:14]1[CH2:19][CH2:18][N:17]([S:20]([CH2:23][CH3:24])(=[O:22])=[O:21])[CH2:16][CH2:15]1.O=P(Cl)(Cl)Cl, predict the reaction product. The product is: [Br:1][C:2]1[CH:3]=[C:4]2[C:8](=[C:9]([C:11]#[N:13])[CH:10]=1)[NH:7][CH:6]=[C:5]2[CH:14]1[CH2:15][CH2:16][N:17]([S:20]([CH2:23][CH3:24])(=[O:22])=[O:21])[CH2:18][CH2:19]1. (3) Given the reactants [N+:1]([C:4]1[CH:21]=[CH:20][C:7]([CH2:8][C:9]2O[C:13](=O)[C:12]3[CH:16]=[CH:17][CH:18]=[CH:19][C:11]=3[N:10]=2)=[CH:6][CH:5]=1)([O-:3])=[O:2].C(=O)(O)O.[NH2:26][NH:27][C:28]([NH2:30])=[NH:29], predict the reaction product. The product is: [N+:1]([C:4]1[CH:21]=[CH:20][C:7]([CH2:8][C:9]2[N:26]3[N:27]=[C:28]([NH2:30])[N:29]=[C:13]3[C:12]3[CH:16]=[CH:17][CH:18]=[CH:19][C:11]=3[N:10]=2)=[CH:6][CH:5]=1)([O-:3])=[O:2]. (4) Given the reactants [C:1]([OH:20])(=[O:19])[CH2:2][CH2:3][CH2:4][CH2:5][CH2:6][CH2:7][CH2:8][CH2:9][CH2:10][CH2:11][CH2:12][CH2:13][CH2:14][CH2:15][CH2:16][CH2:17][CH3:18].[CH2:21]([OH:26])[CH:22]([OH:25])[CH2:23]O, predict the reaction product. The product is: [C:1]([O:20][CH2:23][CH:22]([OH:25])[CH2:21][OH:26])(=[O:19])[CH2:2][CH2:3][CH2:4][CH2:5][CH2:6][CH2:7][CH2:8][CH2:9][CH2:10][CH2:11][CH2:12][CH2:13][CH2:14][CH2:15][CH2:16][CH2:17][CH3:18]. (5) Given the reactants [Br:1][C:2]1[C:10]2[N:9]([CH2:11][CH3:12])[CH:8]=[CH:7][C:6]=2[C:5]([C:13]#[N:14])=[CH:4][CH:3]=1.Cl.[NH2:16][OH:17].C(=O)(O)[O-].[Na+], predict the reaction product. The product is: [Br:1][C:2]1[C:10]2[N:9]([CH2:11][CH3:12])[CH:8]=[CH:7][C:6]=2[C:5]([C:13](=[NH:14])[NH:16][OH:17])=[CH:4][CH:3]=1. (6) Given the reactants [CH3:1][C:2]1[CH:10]=[CH:9][CH:8]=[C:7]2[C:3]=1[CH:4]=[CH:5][NH:6]2.[Cl-].[CH3:12][O:13][C:14]1[CH:25]=[CH:24][CH:23]=[CH:22][C:15]=1[CH:16]=[N+:17]1[CH2:21][CH2:20][CH2:19][CH2:18]1, predict the reaction product. The product is: [CH3:12][O:13][C:14]1[CH:25]=[CH:24][CH:23]=[CH:22][C:15]=1[CH:16]([N:17]1[CH2:21][CH2:20][CH2:19][CH2:18]1)[C:4]1[C:3]2[C:7](=[CH:8][CH:9]=[CH:10][C:2]=2[CH3:1])[NH:6][CH:5]=1. (7) Given the reactants O1B([C@@H](NC(=O)[C@@H](NC(C2C=NC=CN=2)=O)CC2C=CC=CC=2)CC(C)C)[O:5][B:4]([C@@H:32]([NH:37][C:38](=[O:56])[C@@H:39]([NH:47][C:48]([C:50]2[CH:55]=[N:54][CH:53]=[CH:52][N:51]=2)=[O:49])[CH2:40][C:41]2[CH:46]=[CH:45][CH:44]=[CH:43][CH:42]=2)[CH2:33][CH:34]([CH3:36])[CH3:35])[O:3]B1[C@@H](NC(=O)[C@@H](NC(C1C=NC=CN=1)=O)CC1C=CC=CC=1)CC(C)C.[C:82](O)(=[O:89])[C@H:83]([CH2:85][C:86]([OH:88])=[O:87])O, predict the reaction product. The product is: [CH3:35][CH:34]([CH3:36])[CH2:33][C@@H:32]([B:4]1[O:5][C@@H:83]([CH2:85][C:86]([OH:88])=[O:87])[C:82](=[O:89])[O:3]1)[NH:37][C:38](=[O:56])[C@@H:39]([NH:47][C:48]([C:50]1[CH:55]=[N:54][CH:53]=[CH:52][N:51]=1)=[O:49])[CH2:40][C:41]1[CH:46]=[CH:45][CH:44]=[CH:43][CH:42]=1. (8) Given the reactants [OH:1][CH:2]([C:13]1[C:22]2[C:17](=[CH:18][CH:19]=[CH:20][CH:21]=2)[CH:16]=[CH:15][CH:14]=1)[CH:3]([C:7]1[CH:12]=[CH:11][CH:10]=[CH:9][CH:8]=1)CC#N.B.C1COCC1.[NH2:29][CH2:30]C(C1C=CC2C(=CC=CC=2)C=1)C(C1C=CC(F)=CC=1)O, predict the reaction product. The product is: [NH2:29][CH2:30][CH:3]([C:7]1[CH:8]=[CH:9][CH:10]=[CH:11][CH:12]=1)[CH:2]([C:13]1[C:22]2[C:17](=[CH:18][CH:19]=[CH:20][CH:21]=2)[CH:16]=[CH:15][CH:14]=1)[OH:1]. (9) Given the reactants [Br:1][C:2]1[CH:3]=[CH:4][C:5]2[C:13](=O)[C:12](=O)[C:11]3[NH:10][C:9]([CH3:16])=[C:8]([C:17]([O:19][CH2:20][CH3:21])=[O:18])[C:7]=3[C:6]=2[CH:22]=1.[C:23]1([NH2:30])[CH:28]=[CH:27][CH:26]=[CH:25][C:24]=1[NH2:29], predict the reaction product. The product is: [Br:1][C:2]1[CH:3]=[CH:4][C:5]2=[C:13]3[C:12](=[C:11]4[NH:10][C:9]([CH3:16])=[C:8]([C:17]([O:19][CH2:20][CH3:21])=[O:18])[C:7]4=[C:6]2[CH:22]=1)[N:30]=[C:23]1[C:24]([CH:25]=[CH:26][CH:27]=[CH:28]1)=[N:29]3.